Regression. Given a peptide amino acid sequence and an MHC pseudo amino acid sequence, predict their binding affinity value. This is MHC class I binding data. From a dataset of Peptide-MHC class I binding affinity with 185,985 pairs from IEDB/IMGT. (1) The peptide sequence is YLYPGPVTA. The MHC is HLA-A02:01 with pseudo-sequence HLA-A02:01. The binding affinity (normalized) is 0.739. (2) The peptide sequence is GENQLYHFA. The MHC is HLA-A02:01 with pseudo-sequence HLA-A02:01. The binding affinity (normalized) is 0. (3) The peptide sequence is AEWDRVHPV. The MHC is HLA-A11:01 with pseudo-sequence HLA-A11:01. The binding affinity (normalized) is 0. (4) The peptide sequence is PQREPWDEW. The MHC is Mamu-B17 with pseudo-sequence Mamu-B17. The binding affinity (normalized) is 0.332. (5) The peptide sequence is AYIDNYNKV. The MHC is Mamu-A11 with pseudo-sequence Mamu-A11. The binding affinity (normalized) is 0.0598.